From a dataset of TCR-epitope binding with 47,182 pairs between 192 epitopes and 23,139 TCRs. Binary Classification. Given a T-cell receptor sequence (or CDR3 region) and an epitope sequence, predict whether binding occurs between them. (1) The epitope is FLNRFTTTL. The TCR CDR3 sequence is CASSQDEGGTEAFF. Result: 1 (the TCR binds to the epitope). (2) The epitope is MMISAGFSL. The TCR CDR3 sequence is CASSPGRASTDTQYF. Result: 0 (the TCR does not bind to the epitope). (3) The epitope is CLGGLLTMV. The TCR CDR3 sequence is CASSLAVAGRDNEQFF. Result: 0 (the TCR does not bind to the epitope). (4) The epitope is CINGVCWTV. The TCR CDR3 sequence is CASSQDPLAGYTGELFF. Result: 1 (the TCR binds to the epitope). (5) The epitope is VVYRGTTTY. The TCR CDR3 sequence is CASSPYGGSSYEQYF. Result: 1 (the TCR binds to the epitope).